The task is: Predict the reactants needed to synthesize the given product.. This data is from Full USPTO retrosynthesis dataset with 1.9M reactions from patents (1976-2016). (1) Given the product [C:8]([O:7][CH:1]1[CH2:6][CH2:5][CH2:4][CH2:3][CH2:2]1)(=[O:14])[C:13]([CH3:15])=[CH2:12], predict the reactants needed to synthesize it. The reactants are: [CH:1]1([OH:7])[CH2:6][CH2:5][CH2:4][CH2:3][CH2:2]1.[C:8]1(=[O:14])[CH2:13][CH2:12]CCC1.[C:15](OC1CCCCC1)(=O)C. (2) Given the product [NH2:26][C:22]1[N:23]=[CH:24][N:25]=[C:20]([NH:1][C@H:2]([C:4]2[N:13]([CH:14]3[CH2:16][CH2:15]3)[C:12](=[O:17])[C:11]3[C:6](=[CH:7][CH:8]=[CH:9][C:10]=3[Cl:18])[N:5]=2)[CH3:3])[C:21]=1[C:27]1[N:31]=[C:30]([CH3:32])[O:29][N:28]=1, predict the reactants needed to synthesize it. The reactants are: [NH2:1][C@H:2]([C:4]1[N:13]([CH:14]2[CH2:16][CH2:15]2)[C:12](=[O:17])[C:11]2[C:6](=[CH:7][CH:8]=[CH:9][C:10]=2[Cl:18])[N:5]=1)[CH3:3].Cl[C:20]1[N:25]=[CH:24][N:23]=[C:22]([NH2:26])[C:21]=1[C:27]1[N:31]=[C:30]([CH3:32])[O:29][N:28]=1.CCN(C(C)C)C(C)C.CCOC(C)=O. (3) Given the product [CH3:1][N:2]1[CH2:3][CH2:4][N:5]([C@@H:8]2[C:16]3[C:11](=[CH:12][C:13]([C:17]([NH:29][C:26]4[CH:27]=[CH:28][C:23]([CH3:22])=[C:24]([NH:30][C:31]5[N:36]=[C:35]([C:37]6[CH:42]=[CH:41][N:40]=[CH:39][CH:38]=6)[CH:34]=[CH:33][N:32]=5)[CH:25]=4)=[O:18])=[CH:14][CH:15]=3)[CH2:10][CH2:9]2)[CH2:6][CH2:7]1, predict the reactants needed to synthesize it. The reactants are: [CH3:1][N:2]1[CH2:7][CH2:6][N:5]([C@@H:8]2[C:16]3[C:11](=[CH:12][C:13]([C:17](OCC)=[O:18])=[CH:14][CH:15]=3)[CH2:10][CH2:9]2)[CH2:4][CH2:3]1.[CH3:22][C:23]1[CH:28]=[CH:27][C:26]([NH2:29])=[CH:25][C:24]=1[NH:30][C:31]1[N:36]=[C:35]([C:37]2[CH:42]=[CH:41][N:40]=[CH:39][CH:38]=2)[CH:34]=[CH:33][N:32]=1. (4) The reactants are: [CH2:1]=O.Cl.[N+:4]([C:7]1[CH:8]=[N:9][N:10]([CH:12]2[CH2:16][CH2:15][NH:14][CH2:13]2)[CH:11]=1)([O-:6])=[O:5]. Given the product [CH3:1][N:14]1[CH2:15][CH2:16][CH:12]([N:10]2[CH:11]=[C:7]([N+:4]([O-:6])=[O:5])[CH:8]=[N:9]2)[CH2:13]1, predict the reactants needed to synthesize it. (5) Given the product [Cl:1][C:2]1[CH:10]=[CH:9][C:5]([CH2:6][OH:7])=[C:4]([OH:11])[CH:3]=1, predict the reactants needed to synthesize it. The reactants are: [Cl:1][C:2]1[CH:3]=[C:4]([OH:11])[C:5](=[CH:9][CH:10]=1)[C:6](O)=[O:7].[H-].[H-].[H-].[H-].[Li+].[Al+3].